From a dataset of Full USPTO retrosynthesis dataset with 1.9M reactions from patents (1976-2016). Predict the reactants needed to synthesize the given product. Given the product [Br:1][C:2]1[C:3]([CH3:9])=[N:4][C:5]([O:8][CH:11]2[CH2:15][CH2:14][O:13][CH2:12]2)=[CH:6][CH:7]=1, predict the reactants needed to synthesize it. The reactants are: [Br:1][C:2]1[C:3]([CH3:9])=[N:4][C:5]([OH:8])=[CH:6][CH:7]=1.O[CH:11]1[CH2:15][CH2:14][O:13][CH2:12]1.